From a dataset of Tyrosyl-DNA phosphodiesterase HTS with 341,365 compounds. Binary Classification. Given a drug SMILES string, predict its activity (active/inactive) in a high-throughput screening assay against a specified biological target. (1) The compound is Clc1c(NC(=O)N2CCN(CC2)c2cc(OC)ccc2)cccc1. The result is 0 (inactive). (2) The compound is O(c1c(c2nn(c3nc(cc(c23)C)C)CCC(=O)Nc2ccc(cc2)C)cccc1)C. The result is 0 (inactive). (3) The drug is O=C1N(C(=O)NC1(c1cc(c(cc1)C)C)c1ccccc1)CC(=O)NCc1occc1. The result is 0 (inactive). (4) The compound is S(CC(=O)Nc1c(cccc1)C(OCC)=O)c1oc2c(n1)nccc2. The result is 0 (inactive). (5) The compound is O=c1[nH]c2c(cc1CN(CCO)C(=O)CC)ccc(c2C)C. The result is 0 (inactive). (6) The compound is Fc1ccc(cc1)/C=N\NC(=O)c1[nH]nc(c2n(ccc2)C)c1. The result is 0 (inactive).